This data is from Forward reaction prediction with 1.9M reactions from USPTO patents (1976-2016). The task is: Predict the product of the given reaction. Given the reactants [NH2:1][C:2]1[N:7]=[CH:6][C:5]([C:8]#[C:9][C:10]2[CH:11]=[C:12]([NH:16][C:17](=[O:25])OC3C=CC=CC=3)[CH:13]=[CH:14][CH:15]=2)=[CH:4][N:3]=1.[CH3:26][C:27]1([CH3:34])[CH2:32][CH:31]([NH2:33])[CH2:30][CH2:29][O:28]1, predict the reaction product. The product is: [NH2:1][C:2]1[N:3]=[CH:4][C:5]([C:8]#[C:9][C:10]2[CH:11]=[C:12]([NH:16][C:17]([NH:33][CH:31]3[CH2:30][CH2:29][O:28][C:27]([CH3:34])([CH3:26])[CH2:32]3)=[O:25])[CH:13]=[CH:14][CH:15]=2)=[CH:6][N:7]=1.